Dataset: Forward reaction prediction with 1.9M reactions from USPTO patents (1976-2016). Task: Predict the product of the given reaction. (1) Given the reactants [Cl:1][C:2]1[C:3]([F:18])=[C:4]([C:8](=[O:17])[C:9](=[N+:15]=[N-:16])[C:10]([O:12][CH2:13][CH3:14])=[O:11])[CH:5]=[CH:6][CH:7]=1.C(P(CCCC)CCCC)CCC, predict the reaction product. The product is: [CH2:13]([O:12][C:10](=[O:11])[C:9](=[N:15][NH2:16])[C:8]([C:4]1[CH:5]=[CH:6][CH:7]=[C:2]([Cl:1])[C:3]=1[F:18])=[O:17])[CH3:14]. (2) Given the reactants [Cl:1][C:2]1[CH:7]=[CH:6][C:5]([CH:8]=[CH:9][C:10]([O:12][C:13]([CH3:16])([CH3:15])[CH3:14])=[O:11])=[CH:4][C:3]=1[CH2:17][OH:18], predict the reaction product. The product is: [Cl:1][C:2]1[CH:7]=[CH:6][C:5]([CH2:8][CH2:9][C:10]([O:12][C:13]([CH3:14])([CH3:16])[CH3:15])=[O:11])=[CH:4][C:3]=1[CH2:17][OH:18]. (3) Given the reactants [CH3:1][O:2][C:3](=[O:22])[CH2:4][CH2:5][CH2:6][CH2:7][C:8](=[O:21])[NH:9][CH2:10][C:11]([C:13]1[CH:18]=[CH:17][CH:16]=[CH:15][C:14]=1[O:19][CH3:20])=O, predict the reaction product. The product is: [CH3:1][O:2][C:3](=[O:22])[CH2:4][CH2:5][CH2:6][CH2:7][C:8]1[O:21][C:11]([C:13]2[CH:18]=[CH:17][CH:16]=[CH:15][C:14]=2[O:19][CH3:20])=[CH:10][N:9]=1. (4) Given the reactants [OH:1][CH2:2][CH:3]1[CH2:8][NH:7][CH2:6][CH2:5][N:4]1[C:9]1[C:18]2[C:13](=[CH:14][C:15]([CH3:19])=[CH:16][CH:17]=2)[N:12]=[C:11]([C:20]2[CH:25]=[CH:24][CH:23]=[CH:22][C:21]=2[OH:26])[N:10]=1.[O:27]1[CH2:31][CH2:30][C@H:29]([OH:32])[CH2:28]1.Cl[C:34]([O-])=[O:35].C(N(CC)CC)C, predict the reaction product. The product is: [O:27]1[CH2:31][CH2:30][CH:29]([O:32][C:34]([N:7]2[CH2:6][CH2:5][N:4]([C:9]3[C:18]4[C:13](=[CH:14][C:15]([CH3:19])=[CH:16][CH:17]=4)[N:12]=[C:11]([C:20]4[CH:25]=[CH:24][CH:23]=[CH:22][C:21]=4[OH:26])[N:10]=3)[C@H:3]([CH2:2][OH:1])[CH2:8]2)=[O:35])[CH2:28]1. (5) Given the reactants C([O-])=[O:2].[Cs+].Br[CH2:6][C:7]([C:9]1[C:22]2[C:23]3=[C:24]4[C:19](=[CH:20][CH:21]=2)[CH:18]=[CH:17][CH:16]=[C:15]4[CH:14]=[CH:13][C:12]3=[CH:11][CH:10]=1)=[O:8], predict the reaction product. The product is: [OH:2][CH2:6][C:7]([C:9]1[C:22]2[C:23]3=[C:24]4[C:19](=[CH:20][CH:21]=2)[CH:18]=[CH:17][CH:16]=[C:15]4[CH:14]=[CH:13][C:12]3=[CH:11][CH:10]=1)=[O:8]. (6) The product is: [Li+:24].[C:18]([C:15]1[CH:14]=[CH:13][C:12]([N:9]2[CH2:10][CH2:11][CH:6]([CH2:5][CH2:4][C:3]([O-:22])=[O:2])[CH2:7][CH2:8]2)=[CH:17][CH:16]=1)([CH3:21])([CH3:19])[CH3:20]. Given the reactants C[O:2][C:3](=[O:22])[CH2:4][CH2:5][CH:6]1[CH2:11][CH2:10][N:9]([C:12]2[CH:17]=[CH:16][C:15]([C:18]([CH3:21])([CH3:20])[CH3:19])=[CH:14][CH:13]=2)[CH2:8][CH2:7]1.[OH-].[Li+:24].O1CCCC1, predict the reaction product. (7) Given the reactants [CH3:1][C:2]1[CH2:7][CH2:6][CH2:5][C:4]([CH3:9])([CH3:8])[C:3]=1[CH:10]=O.[F:12][C:13]1[CH:14]=[C:15]([CH:17]=[CH:18][CH:19]=1)[NH2:16].C(O)(=O)C.C([BH3-])#N.[Na+], predict the reaction product. The product is: [F:12][C:13]1[CH:14]=[C:15]([CH:17]=[CH:18][CH:19]=1)[NH:16][CH2:10][C:3]1[C:4]([CH3:9])([CH3:8])[CH2:5][CH2:6][CH2:7][C:2]=1[CH3:1].